This data is from Catalyst prediction with 721,799 reactions and 888 catalyst types from USPTO. The task is: Predict which catalyst facilitates the given reaction. (1) Reactant: C([O-])([O-])=O.[K+].[K+].[C:7]1([SH:13])[CH:12]=[CH:11][CH:10]=[CH:9][CH:8]=1.Cl[CH2:15][C:16](=[O:18])[CH3:17]. Product: [C:7]1([S:13][CH2:15][C:16](=[O:18])[CH3:17])[CH:12]=[CH:11][CH:10]=[CH:9][CH:8]=1. The catalyst class is: 3. (2) Reactant: [C:1]([Si:5]([C:29]1[CH:34]=[CH:33][CH:32]=[CH:31][CH:30]=1)([C:23]1[CH:28]=[CH:27][CH:26]=[CH:25][CH:24]=1)[O:6][CH2:7][CH2:8][C:9]1[CH:10]=[CH:11][C:12]([C:15]2[S:16][CH:17]=[C:18]([C:20](=O)[CH3:21])[N:19]=2)=[N:13][CH:14]=1)([CH3:4])([CH3:3])[CH3:2].[CH3:35][C:36]1[CH:41]=[CH:40][C:39]([S:42]([NH:45][NH2:46])(=[O:44])=[O:43])=[CH:38][CH:37]=1. Product: [Si:5]([O:6][CH2:7][CH2:8][C:9]1[CH:10]=[CH:11][C:12]([C:15]2[S:16][CH:17]=[C:18](/[C:20](=[N:46]\[NH:45][S:42]([C:39]3[CH:40]=[CH:41][C:36]([CH3:35])=[CH:37][CH:38]=3)(=[O:43])=[O:44])/[CH3:21])[N:19]=2)=[N:13][CH:14]=1)([C:1]([CH3:2])([CH3:3])[CH3:4])([C:23]1[CH:24]=[CH:25][CH:26]=[CH:27][CH:28]=1)[C:29]1[CH:30]=[CH:31][CH:32]=[CH:33][CH:34]=1. The catalyst class is: 5. (3) Reactant: C(N(CC)CC)C.[CH:8]([C:10]1[C:18]2[C:13](=[CH:14][CH:15]=[CH:16][CH:17]=2)[N:12](C(OC(C)(C)C)=O)[CH:11]=1)=[O:9].[CH3:26][O:27][C:28]1[CH:29]=[C:30]([CH:43]=[CH:44][CH:45]=1)[N:31]=[CH:32][C:33]1[N:34]=[C:35]2[C:40]([CH3:41])=[CH:39][CH:38]=[CH:37][N:36]2[CH:42]=1. Product: [NH:12]1[C:13]2[C:18](=[CH:17][CH:16]=[CH:15][CH:14]=2)[C:10]([C:8](=[O:9])[CH:32]([NH:31][C:30]2[CH:43]=[CH:44][CH:45]=[C:28]([O:27][CH3:26])[CH:29]=2)[C:33]2[N:34]=[C:35]3[C:40]([CH3:41])=[CH:39][CH:38]=[CH:37][N:36]3[CH:42]=2)=[CH:11]1. The catalyst class is: 433. (4) Reactant: [CH3:1][N:2]1[C:6]([C:7]2[CH:19]=[N:18][C:17]3[C:16]4[C:15]([C:20]([O:22][CH3:23])=[O:21])=[CH:14][CH:13]=[CH:12][C:11]=4[NH:10][C:9]=3[CH:8]=2)=[C:5]([CH3:24])[N:4]=[N:3]1.[C:25]1([C@@H:31]([CH:33]2[CH2:38][CH2:37][O:36][CH2:35][CH2:34]2)O)[CH:30]=[CH:29][CH:28]=[CH:27][CH:26]=1.C1(P(C2C=CC=CC=2)C2C=CC=CC=2)C=CC=CC=1.CC(OC(/N=N/C(OC(C)C)=O)=O)C. Product: [CH3:1][N:2]1[C:6]([C:7]2[CH:19]=[N:18][C:17]3[C:16]4[C:15]([C:20]([O:22][CH3:23])=[O:21])=[CH:14][CH:13]=[CH:12][C:11]=4[N:10]([C@H:31]([C:25]4[CH:30]=[CH:29][CH:28]=[CH:27][CH:26]=4)[CH:33]4[CH2:34][CH2:35][O:36][CH2:37][CH2:38]4)[C:9]=3[CH:8]=2)=[C:5]([CH3:24])[N:4]=[N:3]1. The catalyst class is: 4. (5) Reactant: C([O:8][C:9]1[CH:14]=[CH:13][CH:12]=[CH:11][C:10]=1[C:15]1[N:20]=[CH:19][N:18]=[C:17]([NH:21][C:22]2[CH:27]=[CH:26][CH:25]=[C:24]([S:28]([CH3:31])(=[O:30])=[O:29])[CH:23]=2)[CH:16]=1)C1C=CC=CC=1. Product: [CH3:31][S:28]([C:24]1[CH:23]=[C:22]([NH:21][C:17]2[N:18]=[CH:19][N:20]=[C:15]([C:10]3[CH:11]=[CH:12][CH:13]=[CH:14][C:9]=3[OH:8])[CH:16]=2)[CH:27]=[CH:26][CH:25]=1)(=[O:29])=[O:30]. The catalyst class is: 55. (6) Reactant: [NH2:1][C@@H:2]([CH2:5][S:6][C:7]1[CH:12]=[CH:11][CH:10]=[CH:9][C:8]=1F)[CH2:3][OH:4].O1CCOCC1.CC([O-])(C)C.[K+].Cl. Product: [O:4]1[C:8]2[CH:9]=[CH:10][CH:11]=[CH:12][C:7]=2[S:6][CH2:5][C@H:2]([NH2:1])[CH2:3]1. The catalyst class is: 8.